This data is from Peptide-MHC class II binding affinity with 134,281 pairs from IEDB. The task is: Regression. Given a peptide amino acid sequence and an MHC pseudo amino acid sequence, predict their binding affinity value. This is MHC class II binding data. (1) The peptide sequence is LKTRPILSPLTKGIL. The MHC is HLA-DPA10103-DPB10401 with pseudo-sequence HLA-DPA10103-DPB10401. The binding affinity (normalized) is 0.127. (2) The peptide sequence is GPTSDEAGPAVAEQL. The MHC is DRB1_1101 with pseudo-sequence DRB1_1101. The binding affinity (normalized) is 0.211. (3) The peptide sequence is AFILDGDNLFSKV. The MHC is DRB3_0101 with pseudo-sequence DRB3_0101. The binding affinity (normalized) is 0.812. (4) The peptide sequence is KMIGGIGGFVKVRQYDQILI. The MHC is DRB1_0301 with pseudo-sequence DRB1_0301. The binding affinity (normalized) is 0.0804. (5) The peptide sequence is FEAMYLGTCQTLTPM. The MHC is DRB1_1501 with pseudo-sequence DRB1_1501. The binding affinity (normalized) is 0.546. (6) The peptide sequence is GELQIVIKIDAAFKI. The MHC is DRB1_0404 with pseudo-sequence DRB1_0404. The binding affinity (normalized) is 0.629. (7) The peptide sequence is GARRSGDVLWDIPTP. The MHC is DRB3_0202 with pseudo-sequence DRB3_0202. The binding affinity (normalized) is 0.449. (8) The peptide sequence is YDKYLANVSTVLTGK. The MHC is DRB1_0101 with pseudo-sequence DRB1_0101. The binding affinity (normalized) is 0.871. (9) The peptide sequence is KYVNVTENENMWKN. The MHC is DRB1_0103 with pseudo-sequence DRB1_0103. The binding affinity (normalized) is 0. (10) The peptide sequence is EDPLFQLVSKLYEVV. The MHC is HLA-DPA10103-DPB10401 with pseudo-sequence HLA-DPA10103-DPB10401. The binding affinity (normalized) is 0.828.